Regression. Given a peptide amino acid sequence and an MHC pseudo amino acid sequence, predict their binding affinity value. This is MHC class I binding data. From a dataset of Peptide-MHC class I binding affinity with 185,985 pairs from IEDB/IMGT. (1) The peptide sequence is DSFAGSLIW. The MHC is HLA-B57:01 with pseudo-sequence HLA-B57:01. The binding affinity (normalized) is 0.677. (2) The peptide sequence is KSRCASPST. The MHC is HLA-B48:01 with pseudo-sequence HLA-B48:01. The binding affinity (normalized) is 0.0847. (3) The peptide sequence is FLLLYTIIVL. The MHC is HLA-A02:01 with pseudo-sequence HLA-A02:01. The binding affinity (normalized) is 1.00. (4) The peptide sequence is RILAYGPCL. The MHC is HLA-A69:01 with pseudo-sequence HLA-A69:01. The binding affinity (normalized) is 0.0847.